From a dataset of Full USPTO retrosynthesis dataset with 1.9M reactions from patents (1976-2016). Predict the reactants needed to synthesize the given product. (1) Given the product [O:28]1[CH2:33][CH2:32][N:31]([CH2:34]/[CH:35]=[CH:36]/[C:37]([NH:22][C:21]2[CH:23]=[CH:24][CH:25]=[C:19]([C:14]3[CH:15]=[N:16][CH:17]=[CH:18][C:13]=3[O:12][C:11]3[CH:10]=[CH:9][C:8]([O:1][C:2]4[CH:7]=[CH:6][CH:5]=[CH:4][CH:3]=4)=[CH:27][CH:26]=3)[CH:20]=2)=[O:38])[CH2:30][CH2:29]1, predict the reactants needed to synthesize it. The reactants are: [O:1]([C:8]1[CH:27]=[CH:26][C:11]([O:12][C:13]2[CH:18]=[CH:17][N:16]=[CH:15][C:14]=2[C:19]2[CH:20]=[C:21]([CH:23]=[CH:24][CH:25]=2)[NH2:22])=[CH:10][CH:9]=1)[C:2]1[CH:7]=[CH:6][CH:5]=[CH:4][CH:3]=1.[O:28]1[CH2:33][CH2:32][N:31]([CH2:34]/[CH:35]=[CH:36]/[C:37](O)=[O:38])[CH2:30][CH2:29]1. (2) The reactants are: ClC1C(OC2C=CC(Cl)=C(C(F)(F)F)C=2)=CC(F)=C(C=1)C(O)=O.[Cl:24][C:25]1[C:26]([CH2:35][O:36][C:37]2[CH:42]=[CH:41][C:40]([O:43][C:44]([F:47])([F:46])[F:45])=[C:39]([Cl:48])[CH:38]=2)=[CH:27][C:28]([F:34])=[C:29]([CH:33]=1)[C:30](O)=[O:31].[CH3:49][N:50](C)[S:51]([NH2:54])(=[O:53])=[O:52].CNS(N)(=O)=O. Given the product [Cl:24][C:25]1[C:26]([CH2:35][O:36][C:37]2[CH:42]=[CH:41][C:40]([O:43][C:44]([F:47])([F:46])[F:45])=[C:39]([Cl:48])[CH:38]=2)=[CH:27][C:28]([F:34])=[C:29]([CH:33]=1)[C:30]([NH:54][S:51](=[O:53])(=[O:52])[NH:50][CH3:49])=[O:31], predict the reactants needed to synthesize it. (3) The reactants are: [N:1]1[CH:6]=[CH:5][CH:4]=[CH:3][C:2]=1[C:7]1[O:8][C:9]2[CH2:14][CH2:13][NH:12][CH2:11][C:10]=2[N:15]=1.Br[C:17]1[CH:18]=[C:19]([CH:22]=[CH:23][CH:24]=1)[C:20]#[N:21].C([O-])([O-])=O.[Cs+].[Cs+].CC1(C)C2C(=C(P(C3C=CC=CC=3)C3C=CC=CC=3)C=CC=2)OC2C(P(C3C=CC=CC=3)C3C=CC=CC=3)=CC=CC1=2. Given the product [N:1]1[CH:6]=[CH:5][CH:4]=[CH:3][C:2]=1[C:7]1[O:8][C:9]2[CH2:14][CH2:13][N:12]([C:17]3[CH:18]=[C:19]([CH:22]=[CH:23][CH:24]=3)[C:20]#[N:21])[CH2:11][C:10]=2[N:15]=1, predict the reactants needed to synthesize it. (4) Given the product [O:55]=[S:2]1(=[O:1])[CH2:3][CH2:4][CH:5]([C:8]2[C:16]3[C:11](=[CH:12][CH:13]=[C:14]([C:17]([NH:19][C@@H:20]4[CH2:25][CH2:24][CH2:23][N:22]([CH2:26][C:27]5[C:32]([O:33][CH3:34])=[CH:31][CH:30]=[CH:29][C:28]=5[F:35])[CH2:21]4)=[O:18])[CH:15]=3)[NH:10][N:9]=2)[CH2:6][CH2:7]1, predict the reactants needed to synthesize it. The reactants are: [O:1]=[S:2]1(=[O:55])[CH2:7][CH:6]=[C:5]([C:8]2[C:16]3[C:11](=[CH:12][CH:13]=[C:14]([C:17]([NH:19][C@@H:20]4[CH2:25][CH2:24][CH2:23][N:22]([CH2:26][C:27]5[C:32]([O:33][CH3:34])=[CH:31][CH:30]=[CH:29][C:28]=5[F:35])[CH2:21]4)=[O:18])[CH:15]=3)[N:10](C(C3C=CC=CC=3)(C3C=CC=CC=3)C3C=CC=CC=3)[N:9]=2)[CH2:4][CH2:3]1. (5) Given the product [CH2:17]([N:14]1[CH2:15][CH2:16][N:11]([S:8]([C:5]2[CH:6]=[CH:7][C:2]([B:19]3[O:23][C:22]([CH3:25])([CH3:24])[C:21]([CH3:27])([CH3:26])[O:20]3)=[CH:3][CH:4]=2)(=[O:10])=[O:9])[CH2:12][CH2:13]1)[CH3:18], predict the reactants needed to synthesize it. The reactants are: Br[C:2]1[CH:7]=[CH:6][C:5]([S:8]([N:11]2[CH2:16][CH2:15][N:14]([CH2:17][CH3:18])[CH2:13][CH2:12]2)(=[O:10])=[O:9])=[CH:4][CH:3]=1.[B:19]1([B:19]2[O:23][C:22]([CH3:25])([CH3:24])[C:21]([CH3:27])([CH3:26])[O:20]2)[O:23][C:22]([CH3:25])([CH3:24])[C:21]([CH3:27])([CH3:26])[O:20]1.C(Cl)Cl.C([O-])(=O)C.[K+]. (6) Given the product [CH3:1][C:2]1[NH:3][C:4]2[C:9]([C:10]=1[CH3:11])=[CH:8][C:7]([NH:12][C:13]1[C:22]3[C:17](=[CH:18][C:19]([O:25][CH2:27][CH2:28][CH2:29][N:30]4[CH2:34][CH2:33][CH2:32][C:31]4=[O:35])=[C:20]([O:23][CH3:24])[CH:21]=3)[N:16]=[CH:15][N:14]=1)=[CH:6][CH:5]=2, predict the reactants needed to synthesize it. The reactants are: [CH3:1][C:2]1[NH:3][C:4]2[C:9]([C:10]=1[CH3:11])=[CH:8][C:7]([NH:12][C:13]1[C:22]3[C:17](=[CH:18][C:19]([OH:25])=[C:20]([O:23][CH3:24])[CH:21]=3)[N:16]=[CH:15][N:14]=1)=[CH:6][CH:5]=2.O[CH2:27][CH2:28][CH2:29][N:30]1[CH2:34][CH2:33][CH2:32][C:31]1=[O:35].